Dataset: Peptide-MHC class I binding affinity with 185,985 pairs from IEDB/IMGT. Task: Regression. Given a peptide amino acid sequence and an MHC pseudo amino acid sequence, predict their binding affinity value. This is MHC class I binding data. (1) The peptide sequence is NHYNVELSL. The MHC is Mamu-A07 with pseudo-sequence Mamu-A07. The binding affinity (normalized) is 0.956. (2) The peptide sequence is SSEADCFTY. The MHC is HLA-A26:01 with pseudo-sequence HLA-A26:01. The binding affinity (normalized) is 0.0847. (3) The peptide sequence is YMPYVFTLL. The MHC is HLA-A68:02 with pseudo-sequence HLA-A68:02. The binding affinity (normalized) is 0.405. (4) The peptide sequence is FALRFAGTF. The MHC is HLA-B15:01 with pseudo-sequence HLA-B15:01. The binding affinity (normalized) is 0.485. (5) The peptide sequence is LSSIKSKSRR. The MHC is HLA-A03:01 with pseudo-sequence HLA-A03:01. The binding affinity (normalized) is 0.0410. (6) The peptide sequence is FTNKLINGY. The MHC is HLA-B08:02 with pseudo-sequence HLA-B08:02. The binding affinity (normalized) is 0.0847.